This data is from Forward reaction prediction with 1.9M reactions from USPTO patents (1976-2016). The task is: Predict the product of the given reaction. (1) Given the reactants [CH:1]([C:3]1[S:7][C:6]([C:8]([OH:10])=O)=[CH:5][CH:4]=1)=[O:2].[CH3:11][N:12]([CH2:20][CH2:21][CH2:22][NH:23][CH3:24])[C:13](=[O:19])[O:14][C:15]([CH3:18])([CH3:17])[CH3:16], predict the reaction product. The product is: [CH:1]([C:3]1[S:7][C:6]([C:8]([N:23]([CH3:24])[CH2:22][CH2:21][CH2:20][N:12]([CH3:11])[C:13](=[O:19])[O:14][C:15]([CH3:18])([CH3:16])[CH3:17])=[O:10])=[CH:5][CH:4]=1)=[O:2]. (2) Given the reactants [OH:1][C:2]12[C:13]3[C:8](=[C:9]([N+:14]([O-])=O)[CH:10]=[CH:11][CH:12]=3)[C:7](=[O:17])[C:6]1([NH:18][C:19](C1C=CC(C3C=CC=CC=3)=CC=1)=[O:20])[C:5]1[CH:33]=[CH:34][C:35]([CH:37]([CH3:39])[CH3:38])=[CH:36][C:4]=1[O:3]2.[CH2:40](O)[CH3:41].O, predict the reaction product. The product is: [C:35]1([C:41]2[CH:40]=[CH:7][CH:8]=[CH:9][CH:10]=2)[CH:36]=[CH:4][C:5]([CH2:6][C:19]([NH:18][C:6]23[C:7](=[O:17])[C:8]4[C:13](=[CH:12][CH:11]=[CH:10][C:9]=4[NH2:14])[C:2]2([OH:1])[O:3][C:4]2[CH:36]=[C:35]([CH:37]([CH3:38])[CH3:39])[CH:34]=[CH:33][C:5]=23)=[O:20])=[CH:33][CH:34]=1. (3) Given the reactants [Cl:1][C:2]1[N:3]=[C:4](Cl)[C:5]2[N:10]([CH3:11])[CH:9]=[CH:8][C:6]=2[N:7]=1.[NH:13]1[CH2:18][CH2:17][O:16][CH2:15][CH2:14]1.C(N(CC)C(C)C)(C)C, predict the reaction product. The product is: [Cl:1][C:2]1[N:3]=[C:4]([N:13]2[CH2:18][CH2:17][O:16][CH2:15][CH2:14]2)[C:5]2[N:10]([CH3:11])[CH:9]=[CH:8][C:6]=2[N:7]=1. (4) Given the reactants [Br:1][C:2]1[CH:3]=[C:4]([CH2:8][C:9](OCC)=[O:10])[CH:5]=[CH:6][CH:7]=1.[H-].C([Al+]CC(C)C)C(C)C, predict the reaction product. The product is: [Br:1][C:2]1[CH:3]=[C:4]([CH2:8][CH:9]=[O:10])[CH:5]=[CH:6][CH:7]=1.